Dataset: Full USPTO retrosynthesis dataset with 1.9M reactions from patents (1976-2016). Task: Predict the reactants needed to synthesize the given product. (1) Given the product [F:13][C:10]([F:11])([F:12])[C:9]([CH3:15])([CH3:14])[C:6]([OH:17])=[O:30], predict the reactants needed to synthesize it. The reactants are: COC1C=C[C:6]([C:9]([CH3:15])([CH3:14])[C:10]([F:13])([F:12])[F:11])=CC=1.I([O-])(=O)(=O)=[O:17].[Na+].C(Cl)(Cl)(Cl)Cl.CC#N.[OH2:30]. (2) Given the product [Cl:12][C:13]1[CH:14]=[C:15]([NH:16][C:2]2[C:3]3[N:10]([CH3:11])[CH:9]=[CH:8][C:4]=3[N:5]=[CH:6][N:7]=2)[CH:17]=[CH:18][C:19]=1[O:20][C:21]1[CH:29]=[CH:28][CH:27]=[C:26]2[C:22]=1[CH:23]=[CH:24][NH:25]2, predict the reactants needed to synthesize it. The reactants are: Cl[C:2]1[C:3]2[N:10]([CH3:11])[CH:9]=[CH:8][C:4]=2[N:5]=[CH:6][N:7]=1.[Cl:12][C:13]1[CH:14]=[C:15]([CH:17]=[CH:18][C:19]=1[O:20][C:21]1[CH:29]=[CH:28][CH:27]=[C:26]2[C:22]=1[CH:23]=[CH:24][NH:25]2)[NH2:16].C(=O)([O-])O.[Na+].